This data is from Reaction yield outcomes from USPTO patents with 853,638 reactions. The task is: Predict the reaction yield, written as a fraction of the theoretical maximum amount of product (1.0 means a 100% yield; for example, 0.34 means a 34% yield). (1) The reactants are [CH2:1]([O:3][C:4](=[O:20])[C:5]1[CH:10]=[CH:9][C:8]([NH:11]N=C2CCCNC2=O)=[CH:7][CH:6]=1)[CH3:2].[CH:21]([OH:23])=O. The catalyst is O. The product is [CH2:1]([O:3][C:4]([C:5]1[CH:6]=[C:7]2[C:8](=[CH:9][CH:10]=1)[NH:11][C:5]1[C:21](=[O:23])[NH:11][CH2:8][CH2:7][C:6]2=1)=[O:20])[CH3:2]. The yield is 0.690. (2) The reactants are Br[CH2:2][C:3]([O:5][CH2:6][CH3:7])=[O:4].[CH3:8][O:9][C:10]1[CH:15]=[C:14]([O:16][CH3:17])[CH:13]=[CH:12][C:11]=1[NH:18][C:19](=[O:37])[N:20]([CH2:30][CH2:31][CH2:32][CH2:33][CH2:34][CH2:35][CH3:36])[CH2:21][CH2:22][C:23]1[CH:28]=[CH:27][CH:26]=[C:25]([OH:29])[CH:24]=1.C(=O)([O-])[O-].[K+].[K+].CN(C)C=O. The catalyst is O. The product is [CH2:6]([O:5][C:3](=[O:4])[CH2:2][O:29][C:25]1[CH:26]=[CH:27][CH:28]=[C:23]([CH2:22][CH2:21][N:20]([CH2:30][CH2:31][CH2:32][CH2:33][CH2:34][CH2:35][CH3:36])[C:19]([NH:18][C:11]2[CH:12]=[CH:13][C:14]([O:16][CH3:17])=[CH:15][C:10]=2[O:9][CH3:8])=[O:37])[CH:24]=1)[CH3:7]. The yield is 0.950. (3) The reactants are [Cl:1][C:2]1[CH:3]=[C:4]([C:8]2[N:13]=[C:12]3[CH2:14][CH2:15][CH2:16][C:11]3=[C:10]([NH:17][C:18]3[CH:23]=[CH:22][C:21]([CH2:24][C:25]([NH2:27])=[O:26])=[CH:20][CH:19]=3)[CH:9]=2)[CH:5]=[CH:6][CH:7]=1.C1C=C(Cl)C=C(C(OO)=[O:36])C=1. The catalyst is C(Cl)(Cl)Cl. The product is [NH2:27][C:25](=[O:26])[CH2:24][C:21]1[CH:20]=[CH:19][C:18]([NH:17][C:10]2[CH:9]=[C:8]([C:4]3[CH:5]=[CH:6][CH:7]=[C:2]([Cl:1])[CH:3]=3)[N+:13]([O-:36])=[C:12]3[CH2:14][CH2:15][CH2:16][C:11]=23)=[CH:23][CH:22]=1. The yield is 0.230. (4) The reactants are [CH2:1]([N:3]1[CH2:8][CH2:7][N:6]([C:9]2[N:14]=[CH:13][C:12]([NH:15]/[CH:16]=[C:17]3\[C:18](=[O:29])[NH:19][C:20](=[O:28])[C:21]4[C:26]\3=[CH:25][C:24](I)=[CH:23][CH:22]=4)=[CH:11][CH:10]=2)[CH2:5][CH2:4]1)[CH3:2].[O:30]1[CH:34]=[CH:33][C:32](B(O)O)=[CH:31]1.C(=O)([O-])[O-].[Cs+].[Cs+].P(C(C)(C)C)(C(C)(C)C)C(C)(C)C. The catalyst is C(Cl)Cl.C1C=CC(/C=C/C(/C=C/C2C=CC=CC=2)=O)=CC=1.C1C=CC(/C=C/C(/C=C/C2C=CC=CC=2)=O)=CC=1.C1C=CC(/C=C/C(/C=C/C2C=CC=CC=2)=O)=CC=1.[Pd].[Pd].CN(C)C=O. The product is [CH2:1]([N:3]1[CH2:8][CH2:7][N:6]([C:9]2[N:14]=[CH:13][C:12]([NH:15]/[CH:16]=[C:17]3\[C:18](=[O:29])[NH:19][C:20](=[O:28])[C:21]4[C:26]\3=[CH:25][C:24]([C:32]3[CH:33]=[CH:34][O:30][CH:31]=3)=[CH:23][CH:22]=4)=[CH:11][CH:10]=2)[CH2:5][CH2:4]1)[CH3:2]. The yield is 0.670. (5) The reactants are [Br:1][C:2]1[CH:3]=[C:4]2[C:9](=[CH:10][CH:11]=1)[CH:8]=[C:7]([C:12]([NH2:14])=O)[CH:6]=[CH:5]2.N1C=CC=CC=1.C(OC(C(F)(F)F)=O)(C(F)(F)F)=O. The catalyst is O1CCOCC1. The product is [Br:1][C:2]1[CH:3]=[C:4]2[C:9](=[CH:10][CH:11]=1)[CH:8]=[C:7]([C:12]#[N:14])[CH:6]=[CH:5]2. The yield is 0.700. (6) The reactants are [CH3:1][O:2][CH:3]([O:22][CH3:23])[CH2:4][CH2:5][C:6]([CH:8]1[CH2:11][N:10]([C:12]([O:14][CH2:15][C:16]2[CH:21]=[CH:20][CH:19]=[CH:18][CH:17]=2)=[O:13])[CH2:9]1)=O.C([O:28][C:29](=[O:32])[NH:30][NH2:31])CCC.O.[C:34]1([CH3:44])[CH:39]=CC(S(O)(=O)=O)=C[CH:35]=1. The catalyst is C(Cl)Cl. The product is [C:34]([O:32][C:29]([NH:30]/[N:31]=[C:6](/[CH:8]1[CH2:11][N:10]([C:12]([O:14][CH2:15][C:16]2[CH:21]=[CH:20][CH:19]=[CH:18][CH:17]=2)=[O:13])[CH2:9]1)\[CH2:5][CH2:4][CH:3]([O:22][CH3:23])[O:2][CH3:1])=[O:28])([CH3:44])([CH3:39])[CH3:35]. The yield is 0.950.